This data is from Forward reaction prediction with 1.9M reactions from USPTO patents (1976-2016). The task is: Predict the product of the given reaction. (1) The product is: [CH2:33]([O:32][C:28]([CH2:29][CH2:30][C:12]1([CH2:14][C:15]2([CH2:30][CH2:29][C:28]([O:32][CH2:33][CH3:34])=[O:31])[C:27]3[CH:26]=[CH:25][CH:24]=[CH:23][C:22]=3[C:21]3[C:16]2=[CH:17][CH:18]=[CH:19][CH:20]=3)[C:13]2[CH:1]=[CH:2][CH:3]=[CH:4][C:5]=2[C:6]2[C:11]1=[CH:10][CH:9]=[CH:8][CH:7]=2)=[O:31])[CH3:34]. Given the reactants [CH:1]1[C:13]2[CH:12]([CH2:14][CH:15]3[C:27]4[CH:26]=[CH:25][CH:24]=[CH:23][C:22]=4[C:21]4[C:16]3=[CH:17][CH:18]=[CH:19][CH:20]=4)[C:11]3[C:6](=[CH:7][CH:8]=[CH:9][CH:10]=3)[C:5]=2[CH:4]=[CH:3][CH:2]=1.[C:28]([O:32][CH2:33][CH3:34])(=[O:31])[CH:29]=[CH2:30].Cl, predict the reaction product. (2) Given the reactants Cl[C:2](OCC)=[O:3].[NH2:7][N:8]1[CH:12]=[CH:11][CH:10]=[C:9]1[C:13]([NH2:15])=[O:14].N1C=CC=CC=1, predict the reaction product. The product is: [NH:7]1[C:2](=[O:3])[NH:15][C:13](=[O:14])[C:9]2=[CH:10][CH:11]=[CH:12][N:8]12. (3) Given the reactants [Cl:1][CH2:2][C:3](=O)[CH2:4][C:5]([O:7][CH2:8][CH3:9])=[O:6].S(=O)(=O)(O)O.[Cl:16][C:17]1C(O)=C[CH:20]=[CH:19][C:18]=1[OH:24], predict the reaction product. The product is: [Cl:16][C:17]1[C:18]([OH:24])=[CH:19][CH:20]=[C:9]2[C:8]=1[O:7][C:5](=[O:6])[CH:4]=[C:3]2[CH2:2][Cl:1]. (4) Given the reactants [CH3:1][C:2]1[CH:7]=[CH:6][C:5]([S:8]([O:11][CH2:12][CH:13]2[O:17][C:16](=[O:18])[N:15]([CH2:19]C3C=CC(F)=CC=3)[CH2:14]2)(=[O:10])=[O:9])=[CH:4][CH:3]=1.OCC1OC(=O)N(C[CH2:36][C:37]2[CH:42]=[CH:41][C:40]([O:43][CH3:44])=[CH:39][CH:38]=2)C1.FC1C=CC(CN2CC(CO)OC2=O)=CC=1, predict the reaction product. The product is: [CH3:1][C:2]1[CH:3]=[CH:4][C:5]([S:8]([O:11][CH2:12][CH:13]2[O:17][C:16](=[O:18])[N:15]([CH2:19][CH2:36][C:37]3[CH:42]=[CH:41][C:40]([O:43][CH3:44])=[CH:39][CH:38]=3)[CH2:14]2)(=[O:10])=[O:9])=[CH:6][CH:7]=1. (5) Given the reactants Cl.[NH2:2][C@@H:3]([CH3:28])[C:4]([N:6]1[CH2:10][C@H:9]([OH:11])[CH2:8][C@H:7]1[C:12]([NH:14][CH2:15][C:16]1[CH:21]=[CH:20][C:19]([C:22]2[S:26][CH:25]=[N:24][C:23]=2[CH3:27])=[CH:18][CH:17]=1)=[O:13])=[O:5].[CH3:29][O:30][CH2:31][CH2:32][C:33](O)=[O:34].CCN(C(C)C)C(C)C.CN(C(ON1N=NC2C=CC=NC1=2)=[N+](C)C)C.F[P-](F)(F)(F)(F)F, predict the reaction product. The product is: [OH:11][C@H:9]1[CH2:10][N:6]([C:4](=[O:5])[C@@H:3]([NH:2][C:33](=[O:34])[CH2:32][CH2:31][O:30][CH3:29])[CH3:28])[C@H:7]([C:12]([NH:14][CH2:15][C:16]2[CH:21]=[CH:20][C:19]([C:22]3[S:26][CH:25]=[N:24][C:23]=3[CH3:27])=[CH:18][CH:17]=2)=[O:13])[CH2:8]1.